This data is from Full USPTO retrosynthesis dataset with 1.9M reactions from patents (1976-2016). The task is: Predict the reactants needed to synthesize the given product. (1) Given the product [CH3:1][C:2]1[N:7]=[C:6]([C:8]2[C:9]([C:16]3[CH:17]=[CH:18][C:19]4[N:23]=[CH:22][N:21]([CH2:24][CH2:25][CH2:26][O:27][S:30]([CH3:29])(=[O:32])=[O:31])[C:20]=4[CH:28]=3)=[C:10]3[CH2:15][CH2:14][CH2:13][N:11]3[N:12]=2)[CH:5]=[CH:4][CH:3]=1, predict the reactants needed to synthesize it. The reactants are: [CH3:1][C:2]1[N:7]=[C:6]([C:8]2[C:9]([C:16]3[CH:17]=[CH:18][C:19]4[N:23]=[CH:22][N:21]([CH2:24][CH2:25][CH2:26][OH:27])[C:20]=4[CH:28]=3)=[C:10]3[CH2:15][CH2:14][CH2:13][N:11]3[N:12]=2)[CH:5]=[CH:4][CH:3]=1.[CH3:29][S:30](Cl)(=[O:32])=[O:31]. (2) Given the product [NH2:1][C:2]12[CH2:7][CH2:6][C:5]([CH2:10][OH:11])([CH2:8][CH2:9]1)[CH:4]([OH:15])[CH2:3]2, predict the reactants needed to synthesize it. The reactants are: [NH2:1][C:2]12[CH2:9][CH2:8][C:5]([C:10](OCC)=[O:11])([CH2:6][CH2:7]1)[C:4](=[O:15])[CH2:3]2.[BH4-].[Na+].